From a dataset of Forward reaction prediction with 1.9M reactions from USPTO patents (1976-2016). Predict the product of the given reaction. (1) Given the reactants [Cl:1][C:2]1[CH:3]=[CH:4][C:5]([C:36]#[N:37])=[C:6]([C:8]2[C:13]([O:14][CH3:15])=[CH:12][N:11]([CH:16]([CH2:33][CH3:34])[C:17]([NH:19][C:20]3[CH:32]=[CH:31][C:23]([C:24]([O:26]C(C)(C)C)=[O:25])=[CH:22][CH:21]=3)=[O:18])[C:10](=[O:35])[CH:9]=2)[CH:7]=1.C(O)(C(F)(F)F)=O, predict the reaction product. The product is: [Cl:1][C:2]1[CH:3]=[CH:4][C:5]([C:36]#[N:37])=[C:6]([C:8]2[C:13]([O:14][CH3:15])=[CH:12][N:11]([CH:16]([CH2:33][CH3:34])[C:17]([NH:19][C:20]3[CH:32]=[CH:31][C:23]([C:24]([OH:26])=[O:25])=[CH:22][CH:21]=3)=[O:18])[C:10](=[O:35])[CH:9]=2)[CH:7]=1. (2) The product is: [CH3:1][N:2]1[CH2:3][CH2:4][N:5]([C:8]2[CH:13]=[CH:12][C:11]([NH2:14])=[CH:10][CH:9]=2)[CH2:6][CH2:7]1. Given the reactants [CH3:1][N:2]1[CH2:7][CH2:6][N:5]([C:8]2[CH:13]=[CH:12][C:11]([N+:14]([O-])=O)=[CH:10][CH:9]=2)[CH2:4][CH2:3]1, predict the reaction product. (3) The product is: [Cl:1][C:2]1[C:9]([CH2:10][CH2:11][OH:12])=[CH:8][CH:7]=[CH:6][C:3]=1[CH2:4][N:37]1[CH2:38][CH2:39][C:33]2([O:32][CH2:31][CH2:30][N:29]([C:27]([C:25]3[N:26]=[C:22]([CH2:20][CH3:21])[S:23][CH:24]=3)=[O:28])[CH2:34]2)[CH2:35][CH2:36]1. Given the reactants [Cl:1][C:2]1[C:9]([CH2:10][CH2:11][OH:12])=[CH:8][CH:7]=[CH:6][C:3]=1[CH:4]=O.FC(F)(F)C(O)=O.[CH2:20]([C:22]1[S:23][CH:24]=[C:25]([C:27]([N:29]2[CH2:34][C:33]3([CH2:39][CH2:38][NH:37][CH2:36][CH2:35]3)[O:32][CH2:31][CH2:30]2)=[O:28])[N:26]=1)[CH3:21].C(N(CC)CC)C.C(O[BH-](OC(=O)C)OC(=O)C)(=O)C.[Na+], predict the reaction product. (4) Given the reactants [C:1]1([CH2:7][C:8]([OH:10])=O)[CH:6]=[CH:5][CH:4]=[CH:3][CH:2]=1.Cl.[CH3:12][NH:13][O:14][CH3:15].[OH-].[Na+], predict the reaction product. The product is: [CH3:15][O:14][N:13]([CH3:12])[C:8](=[O:10])[CH2:7][C:1]1[CH:6]=[CH:5][CH:4]=[CH:3][CH:2]=1. (5) Given the reactants [F:1][C:2]1[C:3]([C:9]2[N:13]([CH:14]3[CH2:19][CH2:18][O:17][CH2:16][CH2:15]3)[C:12]([CH3:20])=[N:11][CH:10]=2)=[N:4][C:5]([NH2:8])=[N:6][CH:7]=1.Cl[C:22]1[N:27]=[CH:26][C:25]([C:28]([N:30]2[CH2:35][CH2:34][N:33]([CH3:36])[CH2:32][CH2:31]2)=[O:29])=[CH:24][CH:23]=1, predict the reaction product. The product is: [F:1][C:2]1[C:3]([C:9]2[N:13]([CH:14]3[CH2:19][CH2:18][O:17][CH2:16][CH2:15]3)[C:12]([CH3:20])=[N:11][CH:10]=2)=[N:4][C:5]([NH:8][C:22]2[CH:23]=[CH:24][C:25]([C:28]([N:30]3[CH2:31][CH2:32][N:33]([CH3:36])[CH2:34][CH2:35]3)=[O:29])=[CH:26][N:27]=2)=[N:6][CH:7]=1.